Dataset: Catalyst prediction with 721,799 reactions and 888 catalyst types from USPTO. Task: Predict which catalyst facilitates the given reaction. (1) Reactant: [C:1]([O:5][C:6]([NH:8][C:9]1[CH:14]=[CH:13][C:12]([N+:15]([O-])=O)=[CH:11][C:10]=1[C:18]#[C:19][C:20]1[CH:21]=[C:22]([NH:26][C:27](=[O:33])[O:28][C:29]([CH3:32])([CH3:31])[CH3:30])[CH:23]=[N:24][CH:25]=1)=[O:7])([CH3:4])([CH3:3])[CH3:2].CO.C(O)(=O)C. Product: [NH2:15][C:12]1[CH:13]=[CH:14][C:9]([NH:8][C:6]([O:5][C:1]([CH3:4])([CH3:3])[CH3:2])=[O:7])=[C:10]([C:18]#[C:19][C:20]2[CH:21]=[C:22]([NH:26][C:27](=[O:33])[O:28][C:29]([CH3:32])([CH3:31])[CH3:30])[CH:23]=[N:24][CH:25]=2)[CH:11]=1. The catalyst class is: 150. (2) Product: [F:8][C:5]1[CH:6]=[CH:7][C:2]([N:12]2[CH2:17][CH2:16][CH:15]([C:18]([OH:20])=[O:19])[CH2:14][CH2:13]2)=[C:3]([N+:9]([O-:11])=[O:10])[CH:4]=1. Reactant: F[C:2]1[CH:7]=[CH:6][C:5]([F:8])=[CH:4][C:3]=1[N+:9]([O-:11])=[O:10].[NH:12]1[CH2:17][CH2:16][CH:15]([C:18]([OH:20])=[O:19])[CH2:14][CH2:13]1.CN1C(=O)CCC1.Cl. The catalyst class is: 6. (3) Reactant: Br[C:2]1[CH:26]=[CH:25][C:5]([CH2:6][O:7][CH2:8][C@@H:9]2[CH2:11][C@@H:10]2[CH:12]2[CH2:17][CH2:16][N:15]([C:18]([O:20][C:21]([CH3:24])([CH3:23])[CH3:22])=[O:19])[CH2:14][CH2:13]2)=[CH:4][C:3]=1[F:27].C([Li])CCC.CCCCCC.[CH3:39][S:40]SC. Product: [F:27][C:3]1[CH:4]=[C:5]([CH:25]=[CH:26][C:2]=1[S:40][CH3:39])[CH2:6][O:7][CH2:8][C@@H:9]1[CH2:11][C@@H:10]1[CH:12]1[CH2:17][CH2:16][N:15]([C:18]([O:20][C:21]([CH3:24])([CH3:23])[CH3:22])=[O:19])[CH2:14][CH2:13]1. The catalyst class is: 27.